Dataset: Full USPTO retrosynthesis dataset with 1.9M reactions from patents (1976-2016). Task: Predict the reactants needed to synthesize the given product. (1) Given the product [CH3:1][C:2]1[O:6][N:5]=[C:4]([CH2:7][C:8]2[CH:13]=[CH:12][C:11]([NH2:14])=[CH:10][CH:9]=2)[N:3]=1, predict the reactants needed to synthesize it. The reactants are: [CH3:1][C:2]1[O:6][N:5]=[C:4]([CH2:7][C:8]2[CH:13]=[CH:12][C:11]([N+:14]([O-])=O)=[CH:10][CH:9]=2)[N:3]=1. (2) Given the product [F:26][CH2:18][CH2:17][CH2:16][C:13]1[CH:14]=[CH:15][C:10]([C:5]2[CH:6]=[N:7][CH:8]=[CH:9][C:4]=2[N+:1]([O-:3])=[O:2])=[CH:11][CH:12]=1, predict the reactants needed to synthesize it. The reactants are: [N+:1]([C:4]1[CH:9]=[CH:8][N:7]=[CH:6][C:5]=1[C:10]1[CH:15]=[CH:14][C:13]([CH2:16][CH2:17][CH2:18]O)=[CH:12][CH:11]=1)([O-:3])=[O:2].C(N(S(F)(F)[F:26])CC)C. (3) Given the product [Cl:1][C:2]1[S:6][C:5]([NH:7][C:8](=[O:41])[N:9]([CH2:10][CH2:11][CH:12]([C:13]2[CH:18]=[CH:17][CH:16]=[CH:15][CH:14]=2)[C:19]2[CH:24]=[CH:23][CH:22]=[CH:21][CH:20]=2)[CH2:25][CH2:26][NH:27][C@@H:28]2[CH2:33][CH2:32][CH2:31][NH:30][CH2:29]2)=[N:4][C:3]=1[C:42]1[CH:47]=[CH:46][C:45]([NH:48][S:49]([CH3:52])(=[O:50])=[O:51])=[CH:44][CH:43]=1, predict the reactants needed to synthesize it. The reactants are: [Cl:1][C:2]1[S:6][C:5]([NH:7][C:8](=[O:41])[N:9]([CH2:25][CH2:26][NH:27][C@@H:28]2[CH2:33][CH2:32][CH2:31][N:30](C(OC(C)(C)C)=O)[CH2:29]2)[CH2:10][CH2:11][CH:12]([C:19]2[CH:24]=[CH:23][CH:22]=[CH:21][CH:20]=2)[C:13]2[CH:18]=[CH:17][CH:16]=[CH:15][CH:14]=2)=[N:4][C:3]=1[C:42]1[CH:47]=[CH:46][C:45]([NH:48][S:49]([CH3:52])(=[O:51])=[O:50])=[CH:44][CH:43]=1.FC(F)(F)C(O)=O. (4) Given the product [Cl:32][C:33]1[C:34]([N:46]2[CH2:51][CH2:50][O:49][CH2:48][CH2:47]2)=[C:35]([CH2:39][N:40]2[CH2:45][CH2:44][N:43]([C:12]([O:8][CH:3]([C:4]([F:7])([F:6])[F:5])[C:2]([F:10])([F:9])[F:1])=[O:14])[CH2:42][CH2:41]2)[CH:36]=[CH:37][CH:38]=1, predict the reactants needed to synthesize it. The reactants are: [F:1][C:2]([F:10])([F:9])[CH:3]([OH:8])[C:4]([F:7])([F:6])[F:5].Cl[C:12](Cl)([O:14]C(=O)OC(Cl)(Cl)Cl)Cl.C(N(CC)C(C)C)(C)C.[Cl:32][C:33]1[CH:38]=[CH:37][CH:36]=[C:35]([CH2:39][N:40]2[CH2:45][CH2:44][NH:43][CH2:42][CH2:41]2)[C:34]=1[N:46]1[CH2:51][CH2:50][O:49][CH2:48][CH2:47]1. (5) Given the product [OH:27][CH:24]([CH2:25][OH:26])[CH2:23][O:22][C:17]1[CH:18]=[CH:19][CH:20]=[CH:21][C:16]=1[CH2:15][CH2:14][CH2:13][CH2:12][NH2:11], predict the reactants needed to synthesize it. The reactants are: C([NH:11][CH2:12][CH2:13][CH2:14][CH2:15][C:16]1[CH:21]=[CH:20][CH:19]=[CH:18][C:17]=1[O:22][CH2:23][CH:24]([OH:27])[CH2:25][OH:26])(OCC1C=CC=CC=1)=O.[H][H].